Dataset: NCI-60 drug combinations with 297,098 pairs across 59 cell lines. Task: Regression. Given two drug SMILES strings and cell line genomic features, predict the synergy score measuring deviation from expected non-interaction effect. (1) Drug 1: CC1C(C(=O)NC(C(=O)N2CCCC2C(=O)N(CC(=O)N(C(C(=O)O1)C(C)C)C)C)C(C)C)NC(=O)C3=C4C(=C(C=C3)C)OC5=C(C(=O)C(=C(C5=N4)C(=O)NC6C(OC(=O)C(N(C(=O)CN(C(=O)C7CCCN7C(=O)C(NC6=O)C(C)C)C)C)C(C)C)C)N)C. Drug 2: C1CN(CCN1C(=O)CCBr)C(=O)CCBr. Cell line: COLO 205. Synergy scores: CSS=27.1, Synergy_ZIP=-10.5, Synergy_Bliss=-7.69, Synergy_Loewe=-38.3, Synergy_HSA=-7.20. (2) Drug 1: CC1=C2C(C(=O)C3(C(CC4C(C3C(C(C2(C)C)(CC1OC(=O)C(C(C5=CC=CC=C5)NC(=O)C6=CC=CC=C6)O)O)OC(=O)C7=CC=CC=C7)(CO4)OC(=O)C)O)C)OC(=O)C. Drug 2: CC1CC(C(C(C=C(C(C(C=CC=C(C(=O)NC2=CC(=O)C(=C(C1)C2=O)OC)C)OC)OC(=O)N)C)C)O)OC. Cell line: HCT116. Synergy scores: CSS=65.1, Synergy_ZIP=0.215, Synergy_Bliss=-1.81, Synergy_Loewe=-2.33, Synergy_HSA=1.21. (3) Drug 2: CN(C)C1=NC(=NC(=N1)N(C)C)N(C)C. Cell line: HL-60(TB). Synergy scores: CSS=84.3, Synergy_ZIP=21.2, Synergy_Bliss=21.3, Synergy_Loewe=-20.6, Synergy_HSA=19.7. Drug 1: COC1=CC(=CC(=C1O)OC)C2C3C(COC3=O)C(C4=CC5=C(C=C24)OCO5)OC6C(C(C7C(O6)COC(O7)C8=CC=CS8)O)O. (4) Drug 1: CC12CCC(CC1=CCC3C2CCC4(C3CC=C4C5=CN=CC=C5)C)O. Drug 2: C1C(C(OC1N2C=NC(=NC2=O)N)CO)O. Cell line: SK-OV-3. Synergy scores: CSS=0.233, Synergy_ZIP=1.37, Synergy_Bliss=-0.0139, Synergy_Loewe=-2.14, Synergy_HSA=-1.61. (5) Drug 1: COC1=C(C=C2C(=C1)N=CN=C2NC3=CC(=C(C=C3)F)Cl)OCCCN4CCOCC4. Drug 2: C1C(C(OC1N2C=NC3=C(N=C(N=C32)Cl)N)CO)O. Cell line: M14. Synergy scores: CSS=18.1, Synergy_ZIP=-3.50, Synergy_Bliss=3.50, Synergy_Loewe=-2.54, Synergy_HSA=3.77.